The task is: Predict the reactants needed to synthesize the given product.. This data is from Full USPTO retrosynthesis dataset with 1.9M reactions from patents (1976-2016). (1) Given the product [CH2:1]([NH:3][C:4]([C:6]1[C:10]([I:34])=[C:9]([C:11]2[CH:16]=[C:15]([Cl:17])[C:14]([O:18][CH2:19][C:20]3[CH:25]=[CH:24][CH:23]=[CH:22][CH:21]=3)=[CH:13][C:12]=2[O:26][CH2:27][C:28]2[CH:33]=[CH:32][CH:31]=[CH:30][CH:29]=2)[O:8][N:7]=1)=[O:5])[CH3:2], predict the reactants needed to synthesize it. The reactants are: [CH2:1]([NH:3][C:4]([C:6]1[CH:10]=[C:9]([C:11]2[CH:16]=[C:15]([Cl:17])[C:14]([O:18][CH2:19][C:20]3[CH:25]=[CH:24][CH:23]=[CH:22][CH:21]=3)=[CH:13][C:12]=2[O:26][CH2:27][C:28]2[CH:33]=[CH:32][CH:31]=[CH:30][CH:29]=2)[O:8][N:7]=1)=[O:5])[CH3:2].[I:34]N1C(=O)CCC1=O.[N+]([O-])([O-])=O.[Ce+4].[NH4+].[N+]([O-])([O-])=O.[N+]([O-])([O-])=O.[N+]([O-])([O-])=O.[N+]([O-])([O-])=O. (2) Given the product [CH3:14][CH:15]1[CH2:19][CH2:18][CH2:17][N:16]1[CH:20]1[CH2:24][CH2:23][CH:22]([C:25]2[CH:30]=[CH:29][C:28]([N:31]3[CH2:12][CH2:11][CH2:10][C:5]4([CH2:9][CH2:8][CH2:7][CH2:6]4)[C:3]3=[O:4])=[CH:27][CH:26]=2)[CH2:21]1, predict the reactants needed to synthesize it. The reactants are: CO[C:3]([C:5]1([CH2:10][CH2:11][CH:12]=O)[CH2:9][CH2:8][CH2:7][CH2:6]1)=[O:4].[CH3:14][CH:15]1[CH2:19][CH2:18][CH2:17][N:16]1[CH:20]1[CH2:24][CH2:23][C@H:22]([C:25]2[CH:30]=[CH:29][C:28]([NH2:31])=[CH:27][CH:26]=2)[CH2:21]1. (3) Given the product [CH2:1]([N:5]1[C:9](=[O:10])[C:8]([NH:20][CH:21]2[CH2:26][CH2:25][CH:24]([OH:27])[CH2:23][CH2:22]2)=[C:7]([C:12]2[CH:17]=[CH:16][CH:15]=[CH:14][CH:13]=2)[S:6]1(=[O:19])=[O:18])[CH2:2][CH2:3][CH3:4], predict the reactants needed to synthesize it. The reactants are: [CH2:1]([N:5]1[C:9](=[O:10])[C:8](Cl)=[C:7]([C:12]2[CH:17]=[CH:16][CH:15]=[CH:14][CH:13]=2)[S:6]1(=[O:19])=[O:18])[CH2:2][CH2:3][CH3:4].[NH2:20][CH:21]1[CH2:26][CH2:25][CH:24]([OH:27])[CH2:23][CH2:22]1. (4) Given the product [F:1][C:2]1([F:18])[CH2:5][CH:4]([C:6]2[NH:15][C:10]3[CH:11]=[CH:12][CH:13]=[CH:14][C:9]=3[N:8]=2)[CH2:3]1, predict the reactants needed to synthesize it. The reactants are: [F:1][C:2]1([F:18])[CH2:5][CH:4]([C:6]([NH:8][C:9]2[CH:14]=[CH:13][CH:12]=[CH:11][C:10]=2[N+:15]([O-])=O)=O)[CH2:3]1.CO.C(O)(=O)C.C(=O)([O-])O.[Na+]. (5) The reactants are: C(N1[C:12]2[C:7](=[CH:8][CH:9]=[CH:10][CH:11]=2)[C:6](=O)[C:5]1=O)CC.[CH3:15][C:16]1[CH:17]=[C:18]2[C:22](=[CH:23][CH:24]=1)[NH:21][C:20](=[O:25])[C:19]2=[O:26].C1C=CC(CCBr)=CC=1. Given the product [CH3:15][C:16]1[CH:17]=[C:18]2[C:22](=[CH:23][CH:24]=1)[N:21]([CH2:5][CH2:6][C:7]1[CH:12]=[CH:11][CH:10]=[CH:9][CH:8]=1)[C:20](=[O:25])[C:19]2=[O:26], predict the reactants needed to synthesize it. (6) Given the product [CH3:21][S:18]([CH2:2][CH2:3][CH:4]1[CH2:8][O:7][C:6]([CH3:10])([CH3:9])[O:5]1)(=[O:20])=[O:19], predict the reactants needed to synthesize it. The reactants are: O[CH2:2][CH2:3][CH:4]1[CH2:8][O:7][C:6]([CH3:10])([CH3:9])[O:5]1.C(N(CC)CC)C.[S:18](Cl)([CH3:21])(=[O:20])=[O:19]. (7) The reactants are: [CH2:1]([N:5]([CH2:10][CH2:11][CH2:12][CH3:13])[CH2:6][CH2:7][CH2:8]N)[CH2:2][CH2:3][CH3:4].[CH:14]1([NH:17][C:18]([C:20]2[CH:21]=[C:22]([F:44])[C:23]([CH3:43])=[C:24]([C:26]3[CH:31]=[CH:30][C:29]([C:32](O)=[O:33])=[CH:28][C:27]=3[C:35]([NH:37][C:38]3[S:39][CH:40]=[CH:41][N:42]=3)=[O:36])[CH:25]=2)=[O:19])[CH2:16][CH2:15]1.Cl.C[N:47](C)CCCN=C=NCC.CCOC(C)=O. Given the product [CH:14]1([NH:17][C:18]([C:20]2[CH:25]=[C:24]([C:26]3[C:27]([C:35]([N:37]([CH2:8][CH2:7][CH2:6][N:5]([CH2:10][CH2:11][CH2:12][CH3:13])[CH2:1][CH2:2][CH2:3][CH3:4])[C:38]4[S:39][CH:40]=[CH:41][N:42]=4)=[O:36])=[CH:28][C:29]([C:32]([NH2:47])=[O:33])=[CH:30][CH:31]=3)[C:23]([CH3:43])=[C:22]([F:44])[CH:21]=2)=[O:19])[CH2:16][CH2:15]1, predict the reactants needed to synthesize it. (8) Given the product [Br:1][C:2]1[C:7]2[O:8][CH2:9][CH2:10][C:11]3[CH:15]=[C:14]([C:16]([N:22]([C:21]4[CH:24]=[CH:25][CH:26]=[CH:27][C:20]=4[Cl:19])[CH3:23])=[O:18])[S:13][C:12]=3[C:6]=2[CH:5]=[CH:4][CH:3]=1, predict the reactants needed to synthesize it. The reactants are: [Br:1][C:2]1[C:7]2[O:8][CH2:9][CH2:10][C:11]3[CH:15]=[C:14]([C:16]([OH:18])=O)[S:13][C:12]=3[C:6]=2[CH:5]=[CH:4][CH:3]=1.[Cl:19][C:20]1[CH:27]=[CH:26][CH:25]=[CH:24][C:21]=1[NH:22][CH3:23].